Dataset: Peptide-MHC class I binding affinity with 185,985 pairs from IEDB/IMGT. Task: Regression. Given a peptide amino acid sequence and an MHC pseudo amino acid sequence, predict their binding affinity value. This is MHC class I binding data. (1) The peptide sequence is SYAEVRAAL. The MHC is H-2-Dd with pseudo-sequence H-2-Dd. The binding affinity (normalized) is 0. (2) The MHC is HLA-A02:06 with pseudo-sequence HLA-A02:06. The peptide sequence is WQGPSAAAY. The binding affinity (normalized) is 0.0847. (3) The peptide sequence is NTLMFMVYV. The MHC is HLA-A02:01 with pseudo-sequence HLA-A02:01. The binding affinity (normalized) is 0.609. (4) The peptide sequence is HEVHAVWPG. The MHC is HLA-B35:01 with pseudo-sequence HLA-B35:01. The binding affinity (normalized) is 0.0847.